Task: Predict the reaction yield, written as a fraction of the theoretical maximum amount of product (1.0 means a 100% yield; for example, 0.34 means a 34% yield).. Dataset: Reaction yield outcomes from USPTO patents with 853,638 reactions The reactants are [NH2:1][C:2]1[N:6]([C:7]2[CH:8]=[C:9]([CH:16]=[CH:17][C:18]=2[CH3:19])[C:10]([NH:12][CH:13]2[CH2:15][CH2:14]2)=[O:11])[CH:5]=[N:4][C:3]=1[C:20](=O)[C:21]1[CH:26]=[CH:25][C:24]([SH:27])=[CH:23][CH:22]=1.[CH:29]([NH2:31])=O. The catalyst is CCOC(C)=O.O. The product is [CH:13]1([NH:12][C:10](=[O:11])[C:9]2[CH:16]=[CH:17][C:18]([CH3:19])=[C:7]([N:6]3[CH:5]=[N:4][C:3]4[C:2]3=[N:1][CH:29]=[N:31][C:20]=4[C:21]3[CH:26]=[CH:25][C:24]([SH:27])=[CH:23][CH:22]=3)[CH:8]=2)[CH2:15][CH2:14]1. The yield is 0.590.